This data is from Full USPTO retrosynthesis dataset with 1.9M reactions from patents (1976-2016). The task is: Predict the reactants needed to synthesize the given product. (1) Given the product [C:1]1([C:7]2([C:10]([O:12][CH3:13])=[O:11])[CH2:9][CH2:8]2)[CH:6]=[CH:5][CH:4]=[CH:3][CH:2]=1, predict the reactants needed to synthesize it. The reactants are: [C:1]1([C:7]2([C:10]([OH:12])=[O:11])[CH2:9][CH2:8]2)[CH:6]=[CH:5][CH:4]=[CH:3][CH:2]=1.[CH3:13]C1C=CC(S(O)(=O)=O)=CC=1.CCOC(C)=O. (2) Given the product [I:43][C:44]1[CH:45]=[C:46]([NH:47][C:6]([C:3]2[CH:4]=[CH:5][O:1][CH:2]=2)=[O:8])[CH:48]=[CH:49][C:50]=1[CH3:51], predict the reactants needed to synthesize it. The reactants are: [O:1]1[CH:5]=[CH:4][C:3]([C:6]([OH:8])=O)=[CH:2]1.CN(C(ON1N=NC2C=CC=NC1=2)=[N+](C)C)C.F[P-](F)(F)(F)(F)F.C1C=CC2N(O)N=NC=2C=1.[I:43][C:44]1[CH:45]=[C:46]([CH:48]=[CH:49][C:50]=1[CH3:51])[NH2:47].CCN(C(C)C)C(C)C. (3) Given the product [Cl:1][C:2]1[C:3]([OH:21])=[CH:4][C:5]([OH:20])=[C:6]([C:8]2[N:18]=[N:19][S:22][C:9]=2[C:10]2[CH:11]=[CH:12][C:13]([O:16][CH3:17])=[CH:14][CH:15]=2)[CH:7]=1, predict the reactants needed to synthesize it. The reactants are: [Cl:1][C:2]1[C:3]([OH:21])=[CH:4][C:5]([OH:20])=[C:6]([C:8](=[N:18][NH2:19])[CH2:9][C:10]2[CH:15]=[CH:14][C:13]([O:16][CH3:17])=[CH:12][CH:11]=2)[CH:7]=1.[S:22](Cl)(Cl)=O. (4) The reactants are: [C:1]1([C:7]2[CH2:12][CH2:11][N:10]([C:13]([O:15][C:16]([CH3:19])([CH3:18])[CH3:17])=[O:14])[CH2:9][C:8]=2[C:20](OC)=[O:21])[CH:6]=[CH:5][CH:4]=[CH:3][CH:2]=1.[H-].[H-].[H-].[H-].[Li+].[Al+3]. Given the product [OH:21][CH2:20][C:8]1[CH2:9][N:10]([C:13]([O:15][C:16]([CH3:17])([CH3:18])[CH3:19])=[O:14])[CH2:11][CH2:12][C:7]=1[C:1]1[CH:2]=[CH:3][CH:4]=[CH:5][CH:6]=1, predict the reactants needed to synthesize it. (5) Given the product [OH:1][C:22]1[CH:21]=[CH:20][C:25]([C:26]([OH:28])=[O:27])=[CH:24][CH:23]=1, predict the reactants needed to synthesize it. The reactants are: [OH:1]C1C=CC(C2C=CC(O)=CC=2)=CC=1.C(O)(=O)CCCC[CH2:20][CH2:21][CH2:22][CH2:23][CH2:24][CH2:25][C:26]([OH:28])=[O:27]. (6) Given the product [F:24][C:25]([F:30])([F:29])[C:26]([OH:28])=[O:27].[Br:1][C:2]1[CH:7]=[N:6][C:5]([O:8][C:9]2[CH:10]=[CH:11][C:12]([O:13][CH:14]3[CH:19]4[CH2:18][CH2:17][N:16]([CH2:21][CH2:20]4)[CH2:15]3)=[CH:22][CH:23]=2)=[N:4][CH:3]=1, predict the reactants needed to synthesize it. The reactants are: [Br:1][C:2]1[CH:3]=[N:4][C:5]([O:8][C:9]2[CH:23]=[CH:22][C:12]([O:13][CH:14]3[CH:19]4[CH2:20][CH2:21][N:16]([CH2:17][CH2:18]4)[CH2:15]3)=[CH:11][CH:10]=2)=[N:6][CH:7]=1.[F:24][C:25]([F:30])([F:29])[C:26]([OH:28])=[O:27]. (7) Given the product [Br:1][C:2]1[CH:7]=[CH:6][C:5]([O:8][CH2:22][C:23]2([C:26]#[N:27])[CH2:25][CH2:24]2)=[C:4]([CH2:9][CH3:10])[CH:3]=1, predict the reactants needed to synthesize it. The reactants are: [Br:1][C:2]1[CH:7]=[CH:6][C:5]([OH:8])=[C:4]([CH2:9][CH3:10])[CH:3]=1.CC1C=CC(S(O[CH2:22][C:23]2([C:26]#[N:27])[CH2:25][CH2:24]2)(=O)=O)=CC=1.C(=O)([O-])[O-].[K+].[K+].